From a dataset of NCI-60 drug combinations with 297,098 pairs across 59 cell lines. Regression. Given two drug SMILES strings and cell line genomic features, predict the synergy score measuring deviation from expected non-interaction effect. (1) Drug 1: C1CCC(C1)C(CC#N)N2C=C(C=N2)C3=C4C=CNC4=NC=N3. Drug 2: CCC1=C2CN3C(=CC4=C(C3=O)COC(=O)C4(CC)O)C2=NC5=C1C=C(C=C5)O. Cell line: T-47D. Synergy scores: CSS=31.7, Synergy_ZIP=6.89, Synergy_Bliss=6.52, Synergy_Loewe=-22.9, Synergy_HSA=2.78. (2) Drug 1: C1=CC(=CC=C1CCC2=CNC3=C2C(=O)NC(=N3)N)C(=O)NC(CCC(=O)O)C(=O)O. Drug 2: CC1OCC2C(O1)C(C(C(O2)OC3C4COC(=O)C4C(C5=CC6=C(C=C35)OCO6)C7=CC(=C(C(=C7)OC)O)OC)O)O. Cell line: UO-31. Synergy scores: CSS=23.0, Synergy_ZIP=-9.15, Synergy_Bliss=-6.61, Synergy_Loewe=-3.42, Synergy_HSA=-2.15. (3) Drug 1: CC1=C(C=C(C=C1)C(=O)NC2=CC(=CC(=C2)C(F)(F)F)N3C=C(N=C3)C)NC4=NC=CC(=N4)C5=CN=CC=C5. Drug 2: CC(C)(C#N)C1=CC(=CC(=C1)CN2C=NC=N2)C(C)(C)C#N. Cell line: OVCAR-5. Synergy scores: CSS=-0.463, Synergy_ZIP=-0.622, Synergy_Bliss=-0.699, Synergy_Loewe=-2.22, Synergy_HSA=-2.18. (4) Drug 1: C1=NC2=C(N=C(N=C2N1C3C(C(C(O3)CO)O)F)Cl)N. Drug 2: CC1CCC2CC(C(=CC=CC=CC(CC(C(=O)C(C(C(=CC(C(=O)CC(OC(=O)C3CCCCN3C(=O)C(=O)C1(O2)O)C(C)CC4CCC(C(C4)OC)OCCO)C)C)O)OC)C)C)C)OC. Cell line: SNB-75. Synergy scores: CSS=2.45, Synergy_ZIP=-0.504, Synergy_Bliss=-1.94, Synergy_Loewe=-1.47, Synergy_HSA=-0.920. (5) Drug 1: C1=CC(=CC=C1CCC2=CNC3=C2C(=O)NC(=N3)N)C(=O)NC(CCC(=O)O)C(=O)O. Drug 2: CC(C)(C#N)C1=CC(=CC(=C1)CN2C=NC=N2)C(C)(C)C#N. Synergy scores: CSS=29.6, Synergy_ZIP=-8.63, Synergy_Bliss=-4.93, Synergy_Loewe=-11.7, Synergy_HSA=-3.94. Cell line: SNB-19. (6) Synergy scores: CSS=40.0, Synergy_ZIP=1.58, Synergy_Bliss=5.59, Synergy_Loewe=-4.63, Synergy_HSA=8.41. Cell line: CCRF-CEM. Drug 2: CC1CCC2CC(C(=CC=CC=CC(CC(C(=O)C(C(C(=CC(C(=O)CC(OC(=O)C3CCCCN3C(=O)C(=O)C1(O2)O)C(C)CC4CCC(C(C4)OC)O)C)C)O)OC)C)C)C)OC. Drug 1: CNC(=O)C1=CC=CC=C1SC2=CC3=C(C=C2)C(=NN3)C=CC4=CC=CC=N4. (7) Drug 1: CS(=O)(=O)C1=CC(=C(C=C1)C(=O)NC2=CC(=C(C=C2)Cl)C3=CC=CC=N3)Cl. Drug 2: B(C(CC(C)C)NC(=O)C(CC1=CC=CC=C1)NC(=O)C2=NC=CN=C2)(O)O. Cell line: NCIH23. Synergy scores: CSS=7.78, Synergy_ZIP=-1.31, Synergy_Bliss=-1.03, Synergy_Loewe=-0.933, Synergy_HSA=-0.457. (8) Drug 1: CC12CCC(CC1=CCC3C2CCC4(C3CC=C4C5=CN=CC=C5)C)O. Drug 2: C1CCC(C(C1)N)N.C(=O)(C(=O)[O-])[O-].[Pt+4]. Cell line: A549. Synergy scores: CSS=14.2, Synergy_ZIP=-3.25, Synergy_Bliss=0.229, Synergy_Loewe=-5.10, Synergy_HSA=0.871. (9) Drug 1: CC1=C(C(CCC1)(C)C)C=CC(=CC=CC(=CC(=O)O)C)C. Drug 2: CC1=C(C(=O)C2=C(C1=O)N3CC4C(C3(C2COC(=O)N)OC)N4)N. Cell line: SN12C. Synergy scores: CSS=40.1, Synergy_ZIP=-5.85, Synergy_Bliss=-3.10, Synergy_Loewe=-20.5, Synergy_HSA=1.10.